Dataset: Peptide-MHC class II binding affinity with 134,281 pairs from IEDB. Task: Regression. Given a peptide amino acid sequence and an MHC pseudo amino acid sequence, predict their binding affinity value. This is MHC class II binding data. (1) The peptide sequence is MTKGEGGVWTFDSEE. The MHC is DRB1_1101 with pseudo-sequence DRB1_1101. The binding affinity (normalized) is 0.547. (2) The peptide sequence is GHGCAQPAMERRKHI. The MHC is DRB5_0101 with pseudo-sequence DRB5_0101. The binding affinity (normalized) is 0.450.